From a dataset of Peptide-MHC class I binding affinity with 185,985 pairs from IEDB/IMGT. Regression. Given a peptide amino acid sequence and an MHC pseudo amino acid sequence, predict their binding affinity value. This is MHC class I binding data. (1) The peptide sequence is RTDAWSYPV. The MHC is HLA-A01:01 with pseudo-sequence HLA-A01:01. The binding affinity (normalized) is 0.756. (2) The peptide sequence is RPNNNTRKSI. The MHC is HLA-A31:01 with pseudo-sequence HLA-A31:01. The binding affinity (normalized) is 0. (3) The binding affinity (normalized) is 0.213. The MHC is HLA-A29:02 with pseudo-sequence HLA-A29:02. The peptide sequence is RAPHLPPQW. (4) The peptide sequence is ANSHQRSDSS. The MHC is H-2-Kb with pseudo-sequence H-2-Kb. The binding affinity (normalized) is 0.103.